This data is from Reaction yield outcomes from USPTO patents with 853,638 reactions. The task is: Predict the reaction yield, written as a fraction of the theoretical maximum amount of product (1.0 means a 100% yield; for example, 0.34 means a 34% yield). (1) The reactants are [Cl:1][C:2]1[CH:7]=[C:6]([N+:8]([O-])=O)[CH:5]=[C:4]([Cl:11])[C:3]=1[S:12][C:13]1[S:14][C:15]2[CH:21]=[CH:20][C:19]([C:22]#[N:23])=[CH:18][C:16]=2[N:17]=1.O.O.[Sn](Cl)(Cl)(Cl)Cl. No catalyst specified. The product is [NH2:8][C:6]1[CH:7]=[C:2]([Cl:1])[C:3]([S:12][C:13]2[S:14][C:15]3[CH:21]=[CH:20][C:19]([C:22]#[N:23])=[CH:18][C:16]=3[N:17]=2)=[C:4]([Cl:11])[CH:5]=1. The yield is 0.800. (2) The yield is 0.430. The product is [CH:1]([N:4]1[C:12]2[C:7](=[CH:8][C:9]([NH2:13])=[CH:10][CH:11]=2)[CH:6]=[CH:5]1)([CH3:3])[CH3:2]. The catalyst is O1CCCC1.[Pt](=O)=O. The reactants are [CH:1]([N:4]1[C:12]2[C:7](=[CH:8][C:9]([N+:13]([O-])=O)=[CH:10][CH:11]=2)[CH:6]=[CH:5]1)([CH3:3])[CH3:2]. (3) The reactants are [NH2:1][C:2]1[CH:9]=[CH:8][C:5]([CH2:6][NH2:7])=[CH:4][CH:3]=1.C1C(=O)N([O:17][C:18]([CH2:20][I:21])=O)C(=O)C1.C(N(CC)C(C)C)(C)C. The catalyst is ClCCl. The product is [NH2:1][C:2]1[CH:9]=[CH:8][C:5]([CH2:6][NH:7][C:18](=[O:17])[CH2:20][I:21])=[CH:4][CH:3]=1. The yield is 0.622. (4) The reactants are Cl.[F:2][C@H:3]1[CH2:8][NH:7][CH2:6][C:5]([CH3:10])([CH3:9])[C@H:4]1[OH:11].Cl[C:13]1[N:18]=[C:17]([NH2:19])[CH:16]=[CH:15][N:14]=1.C(=O)([O-])[O-].[K+].[K+]. The catalyst is CS(C)=O.O. The product is [NH2:19][C:17]1[CH:16]=[CH:15][N:14]=[C:13]([N:7]2[CH2:8][C@H:3]([F:2])[C@H:4]([OH:11])[C:5]([CH3:10])([CH3:9])[CH2:6]2)[N:18]=1. The yield is 0.430. (5) The reactants are CS(C)=O.FC(F)(F)C(OC(=O)C(F)(F)F)=O.[CH3:18][O:19][CH2:20][CH:21]([OH:34])[CH2:22][C:23]1[N:27]([C:28]2[CH:33]=[CH:32][CH:31]=[CH:30][CH:29]=2)[N:26]=[CH:25][CH:24]=1.C(N(CC)CC)C. The catalyst is O1CCCC1. The product is [CH3:18][O:19][CH2:20][C:21](=[O:34])[CH2:22][C:23]1[N:27]([C:28]2[CH:29]=[CH:30][CH:31]=[CH:32][CH:33]=2)[N:26]=[CH:25][CH:24]=1. The yield is 0.620. (6) The reactants are [Si]([O:8][C:9]1[CH:10]=[C:11]([CH:35]=[CH:36][CH:37]=1)[CH2:12][N:13]1[C:17]([CH3:19])([CH3:18])[C:16](=[O:20])[N:15]([C:21]2[CH:22]=[N:23][N:24]([CH2:26][C:27]3[C:28]([CH3:33])=[N:29][O:30][C:31]=3[CH3:32])[CH:25]=2)[C:14]1=[O:34])(C(C)(C)C)(C)C.Cl. The catalyst is CO. The product is [CH3:33][C:28]1[C:27]([CH2:26][N:24]2[CH:25]=[C:21]([N:15]3[C:16](=[O:20])[C:17]([CH3:19])([CH3:18])[N:13]([CH2:12][C:11]4[CH:35]=[CH:36][CH:37]=[C:9]([OH:8])[CH:10]=4)[C:14]3=[O:34])[CH:22]=[N:23]2)=[C:31]([CH3:32])[O:30][N:29]=1. The yield is 0.960. (7) The reactants are [NH2:1][C:2]1[S:3][C:4]([C:7]([CH3:10])([CH3:9])[CH3:8])=[N:5][N:6]=1.[C:11]([NH:14][C:15]1[CH:24]=[CH:23][C:18]([S:19](Cl)(=[O:21])=[O:20])=[CH:17][CH:16]=1)(=[O:13])[CH3:12].Cl. The catalyst is N1C=CC=CC=1. The product is [C:7]([C:4]1[S:3][C:2]([NH:1][S:19]([C:18]2[CH:17]=[CH:16][C:15]([NH:14][C:11](=[O:13])[CH3:12])=[CH:24][CH:23]=2)(=[O:21])=[O:20])=[N:6][N:5]=1)([CH3:10])([CH3:9])[CH3:8]. The yield is 0.840. (8) The reactants are Cl[C:2]1[N:7]=[C:6]([N:8]2[CH2:13][CH2:12][CH:11]([N:14]3[CH2:18][CH2:17][CH2:16][CH2:15]3)[CH2:10][CH2:9]2)[N:5]=[C:4]2[N:19]([C:24]3[C:29]([F:30])=[CH:28][CH:27]=[CH:26][C:25]=3[F:31])[C:20](=[O:23])[NH:21][CH2:22][C:3]=12.O.C(=O)([O-])[O-].[K+].[K+].[F:39][C:40]1[CH:45]=[CH:44][C:43]([NH:46][C:47](=[O:64])[C:48]2[CH:53]=[CH:52][C:51]([CH3:54])=[C:50](B3OC(C)(C)C(C)(C)O3)[CH:49]=2)=[CH:42][CH:41]=1. The catalyst is O1CCOCC1.C1C=CC([P]([Pd]([P](C2C=CC=CC=2)(C2C=CC=CC=2)C2C=CC=CC=2)([P](C2C=CC=CC=2)(C2C=CC=CC=2)C2C=CC=CC=2)[P](C2C=CC=CC=2)(C2C=CC=CC=2)C2C=CC=CC=2)(C2C=CC=CC=2)C2C=CC=CC=2)=CC=1. The product is [F:30][C:29]1[CH:28]=[CH:27][CH:26]=[C:25]([F:31])[C:24]=1[N:19]1[C:4]2[N:5]=[C:6]([N:8]3[CH2:9][CH2:10][CH:11]([N:14]4[CH2:15][CH2:16][CH2:17][CH2:18]4)[CH2:12][CH2:13]3)[N:7]=[C:2]([C:50]3[CH:49]=[C:48]([CH:53]=[CH:52][C:51]=3[CH3:54])[C:47]([NH:46][C:43]3[CH:44]=[CH:45][C:40]([F:39])=[CH:41][CH:42]=3)=[O:64])[C:3]=2[CH2:22][NH:21][C:20]1=[O:23]. The yield is 0.540. (9) The reactants are CC(C)([O-])C.[K+].[CH3:7][C:8]1[CH:13]=[CH:12][CH:11]=[CH:10][C:9]=1[N+:14]([O-:16])=[O:15].[CH2:17]([O:19][C:20](=[O:24])[CH:21](Cl)[CH3:22])[CH3:18].C([O-])(O)=O.[Na+]. The catalyst is CN(C)C=O.C(OCC)(=O)C. The product is [CH3:7][C:8]1[CH:13]=[C:12]([CH:21]([CH3:22])[C:20]([O:19][CH2:17][CH3:18])=[O:24])[CH:11]=[CH:10][C:9]=1[N+:14]([O-:16])=[O:15]. The yield is 0.700.